Regression. Given two drug SMILES strings and cell line genomic features, predict the synergy score measuring deviation from expected non-interaction effect. From a dataset of NCI-60 drug combinations with 297,098 pairs across 59 cell lines. Drug 1: CC1=C(C=C(C=C1)C(=O)NC2=CC(=CC(=C2)C(F)(F)F)N3C=C(N=C3)C)NC4=NC=CC(=N4)C5=CN=CC=C5. Drug 2: CCC1(C2=C(COC1=O)C(=O)N3CC4=CC5=C(C=CC(=C5CN(C)C)O)N=C4C3=C2)O.Cl. Cell line: TK-10. Synergy scores: CSS=19.8, Synergy_ZIP=-6.71, Synergy_Bliss=-1.79, Synergy_Loewe=-36.1, Synergy_HSA=-1.10.